Dataset: Peptide-MHC class II binding affinity with 134,281 pairs from IEDB. Task: Regression. Given a peptide amino acid sequence and an MHC pseudo amino acid sequence, predict their binding affinity value. This is MHC class II binding data. (1) The peptide sequence is DTILKLGDLNKSELM. The MHC is DRB1_0101 with pseudo-sequence DRB1_0101. The binding affinity (normalized) is 0.466. (2) The peptide sequence is SELYLYKVVKIEPLGVAP. The MHC is HLA-DQA10401-DQB10402 with pseudo-sequence HLA-DQA10401-DQB10402. The binding affinity (normalized) is 0.189. (3) The peptide sequence is LVPFVQWFVGLSPTV. The MHC is DRB1_0701 with pseudo-sequence DRB1_0701. The binding affinity (normalized) is 0.269.